Dataset: Catalyst prediction with 721,799 reactions and 888 catalyst types from USPTO. Task: Predict which catalyst facilitates the given reaction. (1) Reactant: [C:1]([CH2:3][N:4]1[C:12]2[C:7](=[CH:8][CH:9]=[C:10]([I:13])[CH:11]=2)[CH:6]=[C:5]1[C:14](OCC)=O)#[N:2].[H-].[Al+3].[Li+].[H-].[H-].[H-].C(C(C(C([O-])=O)O)O)([O-])=O.[Na+].[K+].C(OCC)(=O)C. Product: [I:13][C:10]1[CH:9]=[CH:8][C:7]2[CH:6]=[C:5]3[CH2:14][NH:2][CH2:1][CH2:3][N:4]3[C:12]=2[CH:11]=1. The catalyst class is: 28. (2) Reactant: C[O:2][C:3]1[C:4]([C:9]#[C:10][C:11]2[CH:16]=[CH:15][C:14]([C:17]3([NH:21][C:22](=[O:28])[O:23][C:24]([CH3:27])([CH3:26])[CH3:25])[CH2:20][CH2:19][CH2:18]3)=[CH:13][CH:12]=2)=[N:5][CH:6]=[CH:7][N:8]=1.[I:29]Cl. Product: [I:29][C:9]1[C:4]2[C:3](=[N:8][CH:7]=[CH:6][N:5]=2)[O:2][C:10]=1[C:11]1[CH:12]=[CH:13][C:14]([C:17]2([NH:21][C:22](=[O:28])[O:23][C:24]([CH3:27])([CH3:25])[CH3:26])[CH2:18][CH2:19][CH2:20]2)=[CH:15][CH:16]=1. The catalyst class is: 2. (3) Reactant: C[Si]([C:5]#[C:6][C:7]1[CH:12]=[C:11]([O:13][CH2:14][CH2:15][CH2:16][CH2:17][CH2:18][CH2:19][CH2:20][CH3:21])[C:10]([C:22]#[C:23][Si](C)(C)C)=[CH:9][C:8]=1[O:28][CH2:29][CH2:30][CH2:31][CH2:32][CH2:33][CH2:34][CH2:35][CH3:36])(C)C.[OH-].[Na+].O. Product: [C:6]([C:7]1[CH:12]=[C:11]([O:13][CH2:14][CH2:15][CH2:16][CH2:17][CH2:18][CH2:19][CH2:20][CH3:21])[C:10]([C:22]#[CH:23])=[CH:9][C:8]=1[O:28][CH2:29][CH2:30][CH2:31][CH2:32][CH2:33][CH2:34][CH2:35][CH3:36])#[CH:5]. The catalyst class is: 36. (4) Reactant: Br[C:2]1[CH:3]=[C:4]2[C:8](=[C:9]([C:11]([NH2:13])=[O:12])[CH:10]=1)[NH:7][CH:6]=[C:5]2[CH:14]1[CH2:19][CH2:18][N:17]([S:20]([CH2:23][CH3:24])(=[O:22])=[O:21])[CH2:16][CH2:15]1.[O-]P([O-])([O-])=O.[K+].[K+].[K+].[OH:33][CH2:34][C:35]1[CH:36]=[C:37](B(O)O)[CH:38]=[CH:39][CH:40]=1. Product: [CH2:23]([S:20]([N:17]1[CH2:18][CH2:19][CH:14]([C:5]2[C:4]3[C:8](=[C:9]([C:11]([NH2:13])=[O:12])[CH:10]=[C:2]([C:39]4[CH:38]=[CH:37][CH:36]=[C:35]([CH2:34][OH:33])[CH:40]=4)[CH:3]=3)[NH:7][CH:6]=2)[CH2:15][CH2:16]1)(=[O:22])=[O:21])[CH3:24]. The catalyst class is: 70. (5) Reactant: [H-].[Na+].Cl[CH2:4][CH2:5][S:6](Cl)(=[O:8])=[O:7].[CH:10]1([O:16][C:17]2[CH:22]=[CH:21][C:20]([C:23]3[C:24]([NH2:30])=[N:25][CH:26]=[C:27]([F:29])[CH:28]=3)=[CH:19][CH:18]=2)[CH2:15][CH2:14][CH2:13][CH2:12][CH2:11]1. Product: [CH:10]1([O:16][C:17]2[CH:22]=[CH:21][C:20]([C:23]3[C:24]4=[N:30][S:6](=[O:8])(=[O:7])[CH2:5][CH2:4][N:25]4[CH:26]=[C:27]([F:29])[CH:28]=3)=[CH:19][CH:18]=2)[CH2:11][CH2:12][CH2:13][CH2:14][CH2:15]1. The catalyst class is: 1. (6) Reactant: [Cl:1][C:2]1[CH:3]=[CH:4][C:5]([C:8]([OH:10])=O)=[N:6][CH:7]=1.[NH2:11][C:12]1[CH:17]=[CH:16][CH:15]=[CH:14][CH:13]=1.C(N(C(C)C)C(C)C)C.CN(C(ON1N=NC2C=CC=NC1=2)=[N+](C)C)C.F[P-](F)(F)(F)(F)F. Product: [Cl:1][C:2]1[CH:3]=[CH:4][C:5]([C:8]([NH:11][C:12]2[CH:17]=[CH:16][CH:15]=[CH:14][CH:13]=2)=[O:10])=[N:6][CH:7]=1. The catalyst class is: 18. (7) Reactant: C([O:5][P:6]([CH:13]([OH:26])[C:14]1[CH:19]=[CH:18][C:17]([C:20]2[CH:25]=[CH:24][CH:23]=[CH:22][N:21]=2)=[CH:16][CH:15]=1)(=[O:12])[O:7]C(C)(C)C)(C)(C)C. Product: [OH:26][CH:13]([P:6](=[O:5])([OH:7])[OH:12])[C:14]1[CH:15]=[CH:16][C:17]([C:20]2[CH:25]=[CH:24][CH:23]=[CH:22][N:21]=2)=[CH:18][CH:19]=1. The catalyst class is: 15. (8) Reactant: [CH2:1]([O:3][C:4](=[O:36])[CH2:5][CH2:6][CH2:7][O:8][C:9]1[CH:14]=[CH:13][CH:12]=[C:11]([CH2:15][CH2:16][CH2:17][CH2:18][CH2:19][CH2:20][O:21][Si](C(C)(C)C)(C)C)[C:10]=1[CH2:29][CH2:30][C:31]([O:33][CH2:34][CH3:35])=[O:32])[CH3:2]. Product: [CH2:1]([O:3][C:4](=[O:36])[CH2:5][CH2:6][CH2:7][O:8][C:9]1[CH:14]=[CH:13][CH:12]=[C:11]([CH2:15][CH2:16][CH2:17][CH2:18][CH2:19][CH2:20][OH:21])[C:10]=1[CH2:29][CH2:30][C:31]([O:33][CH2:34][CH3:35])=[O:32])[CH3:2]. The catalyst class is: 20. (9) Reactant: [CH3:1][Si:2]([CH3:9])([CH3:8])N1C=CN=C1.[Br:10][C:11]1[CH:16]=[CH:15][C:14]([C:17]([OH:20])([CH3:19])[CH3:18])=[CH:13][CH:12]=1.C(=O)(O)[O-].[Na+]. The catalyst class is: 7. Product: [Br:10][C:11]1[CH:12]=[CH:13][C:14]([C:17]([CH3:19])([O:20][Si:2]([CH3:1])([CH3:8])[CH3:9])[CH3:18])=[CH:15][CH:16]=1.